From a dataset of Peptide-MHC class I binding affinity with 185,985 pairs from IEDB/IMGT. Regression. Given a peptide amino acid sequence and an MHC pseudo amino acid sequence, predict their binding affinity value. This is MHC class I binding data. The peptide sequence is FRKGSSIGK. The MHC is HLA-B48:01 with pseudo-sequence HLA-B48:01. The binding affinity (normalized) is 0.0847.